Dataset: Forward reaction prediction with 1.9M reactions from USPTO patents (1976-2016). Task: Predict the product of the given reaction. Given the reactants C([Li])CCC.[CH3:6][O:7][C:8]1[CH:9]=[CH:10][C:11]2[N:12]([N:14]=[C:15]([C:17]3[CH:22]=[CH:21][CH:20]=[CH:19][CH:18]=3)[CH:16]=2)[CH:13]=1.[CH3:23][Si:24](Cl)([CH3:26])[CH3:25].[Cl-].[NH4+], predict the reaction product. The product is: [CH3:6][O:7][C:8]1[CH:9]=[CH:10][C:11]2[N:12]([N:14]=[C:15]([C:17]3[CH:18]=[CH:19][CH:20]=[CH:21][CH:22]=3)[CH:16]=2)[C:13]=1[Si:24]([CH3:26])([CH3:25])[CH3:23].